Predict the reactants needed to synthesize the given product. From a dataset of Full USPTO retrosynthesis dataset with 1.9M reactions from patents (1976-2016). (1) The reactants are: C(OC(=O)[NH:7][CH2:8][CH2:9][CH2:10][CH2:11][C@H:12]([NH:27][C:28](=[O:38])[C:29]1[CH:34]=[CH:33][CH:32]=[C:31]([N:35]=[N+:36]=[N-:37])[CH:30]=1)[C:13](=[O:26])[CH2:14][O:15][C:16]1[C:21]([F:22])=[C:20]([F:23])[CH:19]=[C:18]([F:24])[C:17]=1[F:25])(C)(C)C. Given the product [NH2:7][CH2:8][CH2:9][CH2:10][CH2:11][C@H:12]([NH:27][C:28](=[O:38])[C:29]1[CH:34]=[CH:33][CH:32]=[C:31]([N:35]=[N+:36]=[N-:37])[CH:30]=1)[C:13](=[O:26])[CH2:14][O:15][C:16]1[C:21]([F:22])=[C:20]([F:23])[CH:19]=[C:18]([F:24])[C:17]=1[F:25], predict the reactants needed to synthesize it. (2) Given the product [Br:18][CH2:15][CH:12]1[CH2:13][CH2:14][N:9]([C:6]2[CH:7]=[N:8][C:3]([O:2][CH3:1])=[CH:4][CH:5]=2)[CH2:10][CH2:11]1, predict the reactants needed to synthesize it. The reactants are: [CH3:1][O:2][C:3]1[N:8]=[CH:7][C:6]([N:9]2[CH2:14][CH2:13][CH:12]([CH2:15]O)[CH2:11][CH2:10]2)=[CH:5][CH:4]=1.C(Br)(Br)(Br)[Br:18].C1(P(C2C=CC=CC=2)C2C=CC=CC=2)C=CC=CC=1. (3) Given the product [Cl:1][C:2]1[C:7]([CH2:8][C:9]([OH:11])=[O:10])=[CH:6][N:5]=[CH:4][N:3]=1, predict the reactants needed to synthesize it. The reactants are: [Cl:1][C:2]1[C:7]([CH2:8][C:9]([O:11]CC)=[O:10])=[CH:6][N:5]=[CH:4][N:3]=1.C(O)C.O.[OH-].[Li+]. (4) Given the product [F:13][C:8]1[CH:9]=[C:10]([F:12])[CH:11]=[C:2]2[C:3]=1[C:4](=[O:5])[NH:19][CH:18]=[N:1]2, predict the reactants needed to synthesize it. The reactants are: [NH2:1][C:2]1[CH:11]=[C:10]([F:12])[CH:9]=[C:8]([F:13])[C:3]=1[C:4](OC)=[O:5].C(O)(=O)C.[CH:18](N)=[NH:19]. (5) The reactants are: [F:1][C:2]1[CH:3]=[N:4][C:5]2[C:10]([C:11]=1[CH2:12][CH2:13][N:14]1[CH2:24][CH2:23][N:17]3[C:18](=[O:22])[CH2:19][NH:20][CH2:21][CH:16]3[CH2:15]1)=[N:9][C:8]([O:25][CH3:26])=[CH:7][CH:6]=2.[O:27]=[C:28]1[CH2:33][S:32][C:31]2[CH:34]=[CH:35][C:36]([CH:38]=O)=[N:37][C:30]=2[NH:29]1.[BH-](OC(C)=O)(OC(C)=O)OC(C)=O.[Na+]. Given the product [F:1][C:2]1[CH:3]=[N:4][C:5]2[C:10]([C:11]=1[CH2:12][CH2:13][N:14]1[CH2:24][CH2:23][N:17]3[C:18](=[O:22])[CH2:19][N:20]([CH2:38][C:36]4[CH:35]=[CH:34][C:31]5[S:32][CH2:33][C:28](=[O:27])[NH:29][C:30]=5[N:37]=4)[CH2:21][CH:16]3[CH2:15]1)=[N:9][C:8]([O:25][CH3:26])=[CH:7][CH:6]=2, predict the reactants needed to synthesize it. (6) Given the product [OH:21][C:22]1[CH:29]=[CH:28][C:25](/[CH:26]=[CH:13]/[C:12](=[O:14])[CH2:11][C:10](=[O:15])[CH2:9][CH2:8][C:5]2[CH:4]=[CH:3][C:2]([OH:1])=[CH:7][CH:6]=2)=[C:24]([O:30][CH3:31])[CH:23]=1, predict the reactants needed to synthesize it. The reactants are: [OH:1][C:2]1[CH:7]=[CH:6][C:5]([CH2:8][CH2:9][C:10](=[O:15])[CH2:11][C:12](=[O:14])[CH3:13])=[CH:4][CH:3]=1.B(OB=O)=O.[OH:21][C:22]1[CH:29]=[CH:28][C:25]([CH:26]=O)=[C:24]([O:30][CH3:31])[CH:23]=1.B(OCCCC)(OCCCC)OCCCC.C(N)CCC.Cl.C([O-])(O)=O.[Na+]. (7) The reactants are: C(OC([N:8]1[C:16]2[C:11](=[CH:12][CH:13]=[C:14]([Cl:17])[CH:15]=2)/[C:10](=[CH:18]/[C:19]2[CH:24]=[C:23]([Cl:25])[CH:22]=[CH:21][C:20]=2[O:26][C:27]2[CH:32]=[CH:31][C:30]([O:33][CH3:34])=[CH:29][CH:28]=2)/[C:9]1=[O:35])=O)(C)(C)C.[F:36][C:37]1[CH:38]=[CH:39][C:40]([CH3:52])=[C:41]([CH:43]=[N:44][C:45]([O:47][Si](C)(C)C)=[CH2:46])[CH:42]=1. Given the product [Cl:17][C:14]1[CH:15]=[C:16]2[NH:8][C:9](=[O:35])[C:10]3([CH:18]([C:19]4[CH:24]=[C:23]([Cl:25])[CH:22]=[CH:21][C:20]=4[O:26][C:27]4[CH:28]=[CH:29][C:30]([O:33][CH3:34])=[CH:31][CH:32]=4)[CH2:46][C:45](=[O:47])[NH:44][CH:43]3[C:41]3[CH:42]=[C:37]([F:36])[CH:38]=[CH:39][C:40]=3[CH3:52])[C:11]2=[CH:12][CH:13]=1, predict the reactants needed to synthesize it. (8) Given the product [NH2:8][C:7]1[CH:6]=[CH:5][C:4]([C:11]2[CH:15]=[C:14]([C:16]([O:18][CH2:19][CH3:20])=[O:17])[O:13][N:12]=2)=[CH:3][C:2]=1[CH3:1], predict the reactants needed to synthesize it. The reactants are: [CH3:1][C:2]1[CH:3]=[C:4]([C:11]2[CH:15]=[C:14]([C:16]([O:18][CH2:19][CH3:20])=[O:17])[O:13][N:12]=2)[CH:5]=[CH:6][C:7]=1[N+:8]([O-])=O.[Cl-].[NH4+].O1CCCC1.O.